Dataset: Forward reaction prediction with 1.9M reactions from USPTO patents (1976-2016). Task: Predict the product of the given reaction. Given the reactants [C:1]([OH:32])(=[O:31])[CH2:2][CH2:3][C@H:4]([NH:8][C:9]([C:11]1[CH:30]=[CH:29][C:14]([NH:15][CH2:16][C:17]2[CH2:18][NH:19][C:20]3[N:21]=[C:22]([NH:24][C:25]([C:27]=3[N:28]=2)=[O:26])[NH2:23])=[CH:13][CH:12]=1)=[O:10])[C:5]([OH:7])=[O:6].CN(C1C=CC(C(N[C@H](C(O)=O)CCC(O)=O)=O)=CC=1)CC1C=NC2N=C(N)N=C(N)C=2N=1.C1C=[N+]([C@@H]2O[C@H](COP(OP(OC[C@H]3O[C@@H](N4C5N=CN=C(N)C=5N=C4)[C@H](OP(O)(O)=O)[C@@H]3O)(O)=O)(O)=O)[C@@H](O)[C@H]2O)C=C(C(N)=O)C=1, predict the reaction product. The product is: [C:1]([OH:32])(=[O:31])[CH2:2][CH2:3][C@H:4]([NH:8][C:9]([C:11]1[CH:12]=[CH:13][C:14]([NH:15][CH2:16][C:17]2[N:28]=[C:27]3[C:20]([N:21]=[C:22]([NH:24][C:25]3=[O:26])[NH2:23])=[N:19][CH:18]=2)=[CH:29][CH:30]=1)=[O:10])[C:5]([OH:7])=[O:6].